Dataset: Full USPTO retrosynthesis dataset with 1.9M reactions from patents (1976-2016). Task: Predict the reactants needed to synthesize the given product. (1) Given the product [Cl:18][C:19]1[CH:20]=[CH:21][C:22]([CH2:23][CH2:24][NH:25][C:26]([C:28]2[CH:37]=[CH:36][C:31]3[N:32]([C:8]4[CH:7]=[CH:6][C:5]([CH2:10][C:11]([OH:13])=[O:12])=[CH:4][C:3]=4[C:1]#[N:2])[C:33]([CH3:35])=[N:34][C:30]=3[CH:29]=2)=[O:27])=[CH:38][CH:39]=1.[Cl:18][C:19]1[CH:20]=[CH:21][C:22]([CH2:23][CH2:24][NH:25][C:26]([C:28]2[CH:37]=[CH:36][C:31]3[N:32]=[C:33]([CH3:35])[N:34]([C:8]4[CH:7]=[CH:6][C:5]([CH2:10][C:11]([OH:13])=[O:12])=[CH:4][C:3]=4[C:1]#[N:2])[C:30]=3[CH:29]=2)=[O:27])=[CH:38][CH:39]=1, predict the reactants needed to synthesize it. The reactants are: [C:1]([C:3]1[CH:4]=[C:5]([CH2:10][C:11]([O:13]C(C)(C)C)=[O:12])[CH:6]=[CH:7][C:8]=1F)#[N:2].[Cl:18][C:19]1[CH:39]=[CH:38][C:22]([CH2:23][CH2:24][NH:25][C:26]([C:28]2[CH:37]=[CH:36][C:31]3[NH:32][C:33]([CH3:35])=[N:34][C:30]=3[CH:29]=2)=[O:27])=[CH:21][CH:20]=1.C(=O)([O-])[O-].[K+].[K+]. (2) Given the product [F:16][C:13]1[CH:14]=[CH:15][C:10]([C:6]([CH3:9])([CH2:7][O:8][CH2:27][O:28][CH3:29])[C:5]([OH:4])=[O:17])=[CH:11][CH:12]=1, predict the reactants needed to synthesize it. The reactants are: CCl.C[O:4][C:5](=[O:17])[C:6]([C:10]1[CH:15]=[CH:14][C:13]([F:16])=[CH:12][CH:11]=1)([CH3:9])[CH2:7][OH:8].C(N(C(C)C)CC)(C)C.[CH3:27][O:28][CH2:29]Cl.Cl. (3) The reactants are: [NH2:1][C:2]1[N:7]=[C:6]([C:8]2[O:9][CH:10]=[CH:11][CH:12]=2)[C:5]([C:13]#[N:14])=[C:4]([S:15]([CH3:18])(=O)=O)[N:3]=1.[CH2:19](S)[CH2:20][CH2:21]C.C1CCN2C(=NCCC2)CC1. Given the product [NH2:1][C:2]1[N:3]=[C:4]([S:15][CH2:18][CH2:19][CH2:20][CH3:21])[C:5]([C:13]#[N:14])=[C:6]([C:8]2[O:9][CH:10]=[CH:11][CH:12]=2)[N:7]=1, predict the reactants needed to synthesize it.